From a dataset of NCI-60 drug combinations with 297,098 pairs across 59 cell lines. Regression. Given two drug SMILES strings and cell line genomic features, predict the synergy score measuring deviation from expected non-interaction effect. (1) Drug 2: CC1=C(N=C(N=C1N)C(CC(=O)N)NCC(C(=O)N)N)C(=O)NC(C(C2=CN=CN2)OC3C(C(C(C(O3)CO)O)O)OC4C(C(C(C(O4)CO)O)OC(=O)N)O)C(=O)NC(C)C(C(C)C(=O)NC(C(C)O)C(=O)NCCC5=NC(=CS5)C6=NC(=CS6)C(=O)NCCC[S+](C)C)O. Synergy scores: CSS=42.2, Synergy_ZIP=-5.36, Synergy_Bliss=-1.16, Synergy_Loewe=-31.6, Synergy_HSA=-0.227. Cell line: SF-539. Drug 1: CCC(=C(C1=CC=CC=C1)C2=CC=C(C=C2)OCCN(C)C)C3=CC=CC=C3.C(C(=O)O)C(CC(=O)O)(C(=O)O)O. (2) Cell line: M14. Drug 1: C1CN1C2=NC(=NC(=N2)N3CC3)N4CC4. Synergy scores: CSS=39.5, Synergy_ZIP=1.97, Synergy_Bliss=1.58, Synergy_Loewe=1.22, Synergy_HSA=0.555. Drug 2: C1CC(=O)NC(=O)C1N2CC3=C(C2=O)C=CC=C3N. (3) Drug 1: C1=NC(=NC(=O)N1C2C(C(C(O2)CO)O)O)N. Drug 2: C1CN(CCN1C(=O)CCBr)C(=O)CCBr. Cell line: A549. Synergy scores: CSS=45.2, Synergy_ZIP=-11.8, Synergy_Bliss=-7.91, Synergy_Loewe=-24.8, Synergy_HSA=-3.05. (4) Drug 1: CN(C)N=NC1=C(NC=N1)C(=O)N. Drug 2: C1=NC2=C(N=C(N=C2N1C3C(C(C(O3)CO)O)O)F)N. Cell line: BT-549. Synergy scores: CSS=-0.239, Synergy_ZIP=4.27, Synergy_Bliss=-2.77, Synergy_Loewe=-9.87, Synergy_HSA=-3.99. (5) Drug 1: CC(C)(C#N)C1=CC(=CC(=C1)CN2C=NC=N2)C(C)(C)C#N. Drug 2: C1CC(=O)NC(=O)C1N2C(=O)C3=CC=CC=C3C2=O. Cell line: UACC62. Synergy scores: CSS=1.70, Synergy_ZIP=1.84, Synergy_Bliss=2.87, Synergy_Loewe=1.93, Synergy_HSA=0.558. (6) Drug 1: CCC(=C(C1=CC=CC=C1)C2=CC=C(C=C2)OCCN(C)C)C3=CC=CC=C3.C(C(=O)O)C(CC(=O)O)(C(=O)O)O. Drug 2: C1=NC(=NC(=O)N1C2C(C(C(O2)CO)O)O)N. Cell line: 786-0. Synergy scores: CSS=7.45, Synergy_ZIP=-5.99, Synergy_Bliss=-0.829, Synergy_Loewe=-15.6, Synergy_HSA=-3.13.